From a dataset of Catalyst prediction with 721,799 reactions and 888 catalyst types from USPTO. Predict which catalyst facilitates the given reaction. (1) Reactant: [CH3:1][N:2]1[C:6]2[CH:7]=[CH:8][CH:9]=[CH:10][C:5]=2[N:4]([CH2:11][CH2:12][NH:13]C(=O)OC(C)(C)C)[C:3]1=[O:21].C(O)(C(F)(F)F)=O. Product: [NH2:13][CH2:12][CH2:11][N:4]1[C:5]2[CH:10]=[CH:9][CH:8]=[CH:7][C:6]=2[N:2]([CH3:1])[C:3]1=[O:21]. The catalyst class is: 2. (2) Reactant: C(=O)([O-])[O-].[K+].[K+].C([O:10][C:11]1[C:16]([CH:17]2[CH2:19][CH2:18]2)=[CH:15][CH:14]=[CH:13][C:12]=1[Cl:20])(=O)C.O. Product: [Cl:20][C:12]1[CH:13]=[CH:14][CH:15]=[C:16]([CH:17]2[CH2:18][CH2:19]2)[C:11]=1[OH:10]. The catalyst class is: 5. (3) Reactant: [CH:1]([C:4]1[CH:9]=[CH:8][C:7]([NH:10][C:11]2[CH:19]=[CH:18][CH:17]=[C:13]([C:14]([OH:16])=O)[C:12]=2[C:20](O)=[O:21])=[CH:6][CH:5]=1)([CH3:3])[CH3:2].Cl.[NH2:24][CH:25]1[CH2:31][CH2:30][C:29](=[O:32])[NH:28][C:26]1=[O:27]. Product: [CH:1]([C:4]1[CH:9]=[CH:8][C:7]([NH:10][C:11]2[CH:19]=[CH:18][CH:17]=[C:13]3[C:12]=2[C:20](=[O:21])[N:24]([CH:25]2[CH2:31][CH2:30][C:29](=[O:32])[NH:28][C:26]2=[O:27])[C:14]3=[O:16])=[CH:6][CH:5]=1)([CH3:3])[CH3:2]. The catalyst class is: 17. (4) Reactant: C[O:2][C:3]([C:5]1([NH:14][C:15](=[O:25])[C:16]2[CH:21]=[CH:20][C:19]([O:22][CH3:23])=[C:18]([OH:24])[CH:17]=2)[CH2:13][C:12]2[C:7](=[CH:8][CH:9]=[CH:10][CH:11]=2)[CH2:6]1)=[O:4].C(=O)([O-])[O-].[K+].[K+].[C:32]1([S:38](Cl)(=[O:40])=[O:39])[CH:37]=[CH:36][CH:35]=[CH:34][CH:33]=1. Product: [C:32]1([S:38]([O:24][C:18]2[CH:17]=[C:16]([CH:21]=[CH:20][C:19]=2[O:22][CH3:23])[C:15]([NH:14][C:5]2([C:3]([OH:2])=[O:4])[CH2:6][C:7]3[C:12](=[CH:11][CH:10]=[CH:9][CH:8]=3)[CH2:13]2)=[O:25])(=[O:40])=[O:39])[CH:37]=[CH:36][CH:35]=[CH:34][CH:33]=1. The catalyst class is: 10. (5) Reactant: [CH:1]1([O:6][N:7]2C(=O)C3C(=CC=CC=3)C2=O)[CH2:5][CH2:4][CH2:3][CH2:2]1.NN.[CH3:20][O:21][C:22]1[CH:27]=[CH:26][C:25]([S:28](Cl)(=[O:30])=[O:29])=[CH:24][CH:23]=1.C(N(CC)C(C)C)(C)C. Product: [CH:1]1([O:6][NH:7][S:28]([C:25]2[CH:24]=[CH:23][C:22]([O:21][CH3:20])=[CH:27][CH:26]=2)(=[O:30])=[O:29])[CH2:2][CH2:3][CH2:4][CH2:5]1. The catalyst class is: 7.